From a dataset of Forward reaction prediction with 1.9M reactions from USPTO patents (1976-2016). Predict the product of the given reaction. (1) Given the reactants CC1(C)O[C@@H:5]([CH2:7][N:8]2[C:13](=[O:14])[C:12]3[C:15]([NH:21][C:22]4[CH:27]=[CH:26][C:25]([I:28])=[CH:24][C:23]=4[F:29])=[CH:16][C:17](=[O:20])[N:18]([CH3:19])[C:11]=3[N:10]=[CH:9]2)CO1.NC1C=C[C:35]([NH:38][C:39]2C3C(=O)NC=NC=3N(C)C(=O)C=2)=C(F)C=1.Br.BrCCN(C)C, predict the reaction product. The product is: [CH3:35][N:38]([CH3:39])[CH2:5][CH2:7][N:8]1[C:13](=[O:14])[C:12]2[C:15]([NH:21][C:22]3[CH:27]=[CH:26][C:25]([I:28])=[CH:24][C:23]=3[F:29])=[CH:16][C:17](=[O:20])[N:18]([CH3:19])[C:11]=2[N:10]=[CH:9]1. (2) Given the reactants [OH-].[K+].N([CH2:5]NC(N)=O)=O.[CH2:10]([O:12][C:13]([N:15]1[C:23]2[C:18](=[C:19]([Br:24])[CH:20]=[CH:21][CH:22]=2)[C:17]([OH:25])=[N:16]1)=[O:14])[CH3:11], predict the reaction product. The product is: [CH2:10]([O:12][C:13]([N:15]1[C:23]2[C:18](=[C:19]([Br:24])[CH:20]=[CH:21][CH:22]=2)[C:17]([O:25][CH3:5])=[N:16]1)=[O:14])[CH3:11]. (3) Given the reactants Cl[C:2]1[N:11]=[C:10]([NH:12][CH2:13][C:14]2[CH:19]=[CH:18][C:17]([NH:20][C:21]([CH:23]3[CH2:28][CH2:27][N:26]([CH2:29][C:30]4[CH:35]=[CH:34][C:33]([F:36])=[CH:32][CH:31]=4)[CH2:25][CH2:24]3)=[O:22])=[CH:16][CH:15]=2)[C:9]2[C:4](=[CH:5][CH:6]=[C:7]([C:37]([F:40])([F:39])[F:38])[CH:8]=2)[N:3]=1.[CH2:41]([NH:43][CH2:44][CH3:45])[CH3:42], predict the reaction product. The product is: [CH2:41]([N:43]([CH2:44][CH3:45])[C:2]1[N:11]=[C:10]([NH:12][CH2:13][C:14]2[CH:19]=[CH:18][C:17]([NH:20][C:21]([CH:23]3[CH2:28][CH2:27][N:26]([CH2:29][C:30]4[CH:31]=[CH:32][C:33]([F:36])=[CH:34][CH:35]=4)[CH2:25][CH2:24]3)=[O:22])=[CH:16][CH:15]=2)[C:9]2[C:4](=[CH:5][CH:6]=[C:7]([C:37]([F:39])([F:40])[F:38])[CH:8]=2)[N:3]=1)[CH3:42]. (4) Given the reactants [OH:1][N:2]=[C:3](Cl)[C:4]1[C:8]([NH:9][CH2:10][CH2:11][O:12][CH3:13])=[N:7][O:6][N:5]=1.[F:15][C:16]([F:25])([F:24])[C:17]1[CH:18]=[C:19]([CH:21]=[CH:22][CH:23]=1)[NH2:20].C(=O)(O)[O-].[Na+].C(OCC)(=O)C, predict the reaction product. The product is: [OH:1][N:2]=[C:3]([C:4]1[C:8]([NH:9][CH2:10][CH2:11][O:12][CH3:13])=[N:7][O:6][N:5]=1)[NH:20][C:19]1[CH:21]=[CH:22][CH:23]=[C:17]([C:16]([F:15])([F:24])[F:25])[CH:18]=1.